This data is from Forward reaction prediction with 1.9M reactions from USPTO patents (1976-2016). The task is: Predict the product of the given reaction. (1) Given the reactants Cl.[Sn](Cl)Cl.[CH2:5]([N:7]([CH2:21][CH3:22])[C:8]1[CH:13]=[CH:12][C:11]([C:14]([F:17])([F:16])[F:15])=[CH:10][C:9]=1[N+:18]([O-])=O)[CH3:6].C(=O)([O-])O.[Na+], predict the reaction product. The product is: [NH2:18][C:9]1[CH:10]=[C:11]([C:14]([F:16])([F:17])[F:15])[CH:12]=[CH:13][C:8]=1[N:7]([CH2:21][CH3:22])[CH2:5][CH3:6]. (2) Given the reactants [Cl:1][C:2]1[C:7]([Cl:8])=[CH:6][CH:5]=[CH:4][C:3]=1[N:9]1[CH2:14][CH2:13][N:12]([CH2:15][CH2:16][CH2:17][CH2:18][O:19][C:20]2[CH:21]=[CH:22][C:23]([CH3:27])=[C:24]([CH:26]=2)[NH2:25])[CH2:11][CH2:10]1.[C:28](Cl)(=[O:30])[CH3:29].CCN(CC)CC, predict the reaction product. The product is: [Cl:1][C:2]1[C:7]([Cl:8])=[CH:6][CH:5]=[CH:4][C:3]=1[N:9]1[CH2:10][CH2:11][N:12]([CH2:15][CH2:16][CH2:17][CH2:18][O:19][C:20]2[CH:21]=[CH:22][C:23]([CH3:27])=[C:24]([NH:25][C:28](=[O:30])[CH3:29])[CH:26]=2)[CH2:13][CH2:14]1. (3) Given the reactants [Br:1][C:2]1[CH:10]=[CH:9][C:5]([C:6]([OH:8])=O)=[C:4]([CH3:11])[N:3]=1.[CH2:12]([C:14]1[CH:15]=[C:16]([CH3:26])[C:17]([N:20]2[CH2:25][CH2:24][NH:23][CH2:22][CH2:21]2)=[N:18][CH:19]=1)[CH3:13], predict the reaction product. The product is: [Br:1][C:2]1[N:3]=[C:4]([CH3:11])[C:5]([C:6]([N:23]2[CH2:24][CH2:25][N:20]([C:17]3[C:16]([CH3:26])=[CH:15][C:14]([CH2:12][CH3:13])=[CH:19][N:18]=3)[CH2:21][CH2:22]2)=[O:8])=[CH:9][CH:10]=1. (4) Given the reactants [Cl:1][C:2]1[CH:3]=[C:4]([CH2:17][N:18]2[C:22]([CH3:23])=[CH:21][C:20]([C:24](O)=[O:25])=[N:19]2)[C:5]2[O:9][C:8]([C:10]3[CH:15]=[CH:14][CH:13]=[CH:12][CH:11]=3)=[CH:7][C:6]=2[CH:16]=1.CCN=C=NCCCN(C)C.C1C=C[C:41]2N(O)N=[N:44][C:42]=2[CH:43]=1.CC(N)C, predict the reaction product. The product is: [Cl:1][C:2]1[CH:3]=[C:4]([CH2:17][N:18]2[C:22]([CH3:23])=[CH:21][C:20]([C:24]([NH:44][CH:42]([CH3:43])[CH3:41])=[O:25])=[N:19]2)[C:5]2[O:9][C:8]([C:10]3[CH:15]=[CH:14][CH:13]=[CH:12][CH:11]=3)=[CH:7][C:6]=2[CH:16]=1. (5) Given the reactants [CH3:1][C:2]1[NH:3][CH:4]=[C:5]([C:7]#[C:8][C:9]2[CH:10]=[C:11]([CH:14]=[CH:15][CH:16]=2)[C:12]#[N:13])[N:6]=1.Cl.Cl[CH2:19][C:20]1[C:25]([CH3:26])=[CH:24][CH:23]=[CH:22][N:21]=1, predict the reaction product. The product is: [CH3:1][C:2]1[N:3]([CH2:19][C:20]2[C:25]([CH3:26])=[CH:24][CH:23]=[CH:22][N:21]=2)[CH:4]=[C:5]([C:7]#[C:8][C:9]2[CH:10]=[C:11]([CH:14]=[CH:15][CH:16]=2)[C:12]#[N:13])[N:6]=1. (6) Given the reactants C(OC([N:8]1[CH2:13][CH2:12][N:11]([S:14]([C:17]2[CH:22]=[CH:21][C:20]([O:23][C:24]([F:27])([F:26])[F:25])=[CH:19][CH:18]=2)(=[O:16])=[O:15])[C@@H:10]([C:28](O)=[O:29])[CH2:9]1)=O)(C)(C)C.[CH2:31]([C:34]1[CH:41]=[CH:40][C:37]([CH2:38][NH2:39])=[CH:36][CH:35]=1)[CH2:32][CH3:33].O.ON1C2C=CC=CC=2N=N1.Cl.C(N=C=NCCCN(C)C)C.C(=O)([O-])O.[Na+].C(OC(N1CCN(S(C2C=CC(OC(F)(F)F)=CC=2)(=O)=O)[C@@H](C(=O)NCC2C=CC(CCC)=CC=2)C1)=O)(C)(C)C.Cl.O1CCOCC1, predict the reaction product. The product is: [CH2:31]([C:34]1[CH:35]=[CH:36][C:37]([CH2:38][NH:39][C:28]([C@H:10]2[CH2:9][NH:8][CH2:13][CH2:12][N:11]2[S:14]([C:17]2[CH:22]=[CH:21][C:20]([O:23][C:24]([F:25])([F:27])[F:26])=[CH:19][CH:18]=2)(=[O:16])=[O:15])=[O:29])=[CH:40][CH:41]=1)[CH2:32][CH3:33]. (7) Given the reactants [Si]([O:8][C@H:9]([C:23]1[CH:32]=[CH:31][C:30]([OH:33])=[C:29]2[C:24]=1[CH:25]=[CH:26][C:27](=[O:34])[NH:28]2)[CH2:10][NH:11][CH:12]1[CH2:17][CH2:16][N:15]([CH2:18][CH2:19][C:20]([OH:22])=O)[CH2:14][CH2:13]1)(C(C)(C)C)(C)C.C[N:36](C(ON1N=NC2C=CC=NC1=2)=[N+](C)C)C.F[P-](F)(F)(F)(F)F.C(N(CC)CC)C.[CH3:66][C:67]1[CH:74]=[CH:73][C:72]([CH3:75])=[CH:71][C:68]=1[CH2:69]N, predict the reaction product. The product is: [CH3:66][C:67]1[CH:74]=[CH:73][C:72]([CH3:75])=[CH:71][C:68]=1[CH2:69][CH:19]([CH2:18][N:15]1[CH2:16][CH2:17][CH:12]([NH:11][CH2:10][C@H:9]([OH:8])[C:23]2[CH:32]=[CH:31][C:30]([OH:33])=[C:29]3[C:24]=2[CH:25]=[CH:26][C:27](=[O:34])[NH:28]3)[CH2:13][CH2:14]1)[C:20]([NH2:36])=[O:22].